The task is: Predict the reaction yield, written as a fraction of the theoretical maximum amount of product (1.0 means a 100% yield; for example, 0.34 means a 34% yield).. This data is from Reaction yield outcomes from USPTO patents with 853,638 reactions. (1) The reactants are [Br:1][C:2]1[CH:7]=[CH:6][C:5]([CH2:8][C:9]([NH:11][CH3:12])=[O:10])=[C:4]([F:13])[CH:3]=1.[Br:14]N1C(=O)CCC1=O.N(C(C)(C)C#N)=NC(C)(C)C#N. The catalyst is C(Cl)(Cl)(Cl)Cl. The product is [Br:14][CH:8]([C:5]1[CH:6]=[CH:7][C:2]([Br:1])=[CH:3][C:4]=1[F:13])[C:9]([NH:11][CH3:12])=[O:10]. The yield is 0.330. (2) The reactants are Br[C:2]1[CH:9]=[CH:8][C:5]([CH:6]=[O:7])=[C:4]([N:10]([CH3:12])[CH3:11])[CH:3]=1.C(=O)([O-])[O-].[Na+].[Na+].[C:19]1(B(O)O)[CH:24]=[CH:23][CH:22]=[CH:21][CH:20]=1. The yield is 0.910. The catalyst is CN(C)C=O.O.C([O-])(=O)C.[Pd+2].C([O-])(=O)C. The product is [CH3:11][N:10]([CH3:12])[C:4]1[CH:3]=[C:2]([C:19]2[CH:24]=[CH:23][CH:22]=[CH:21][CH:20]=2)[CH:9]=[CH:8][C:5]=1[CH:6]=[O:7]. (3) The reactants are Cl.[OH:2][C@@H:3]([C@H:5]1[C:47](=[O:48])[N:7]2[C:8]([C:34]([O:36]CC3C=CC([N+]([O-])=O)=CC=3)=[O:35])=[C:9]([S:12][C@@H:13]3[CH2:17][N:16]([CH3:18])[C@H:15]([C:19]([N:21]4[CH2:25][CH2:24][C@H:23]([NH:26][C:27](=[O:33])[CH2:28][NH:29][C:30]([NH2:32])=[NH:31])[CH2:22]4)=[O:20])[CH2:14]3)[C@H:10]([CH3:11])[C@H:6]12)[CH3:4].C(=O)([O-])O.[Na+]. The catalyst is O.[C].[Pd]. The product is [OH:2][C@@H:3]([C@H:5]1[C:47](=[O:48])[N:7]2[C:8]([C:34]([OH:36])=[O:35])=[C:9]([S:12][C@@H:13]3[CH2:17][N:16]([CH3:18])[C@H:15]([C:19]([N:21]4[CH2:25][CH2:24][C@H:23]([NH:26][C:27](=[O:33])[CH2:28][NH:29][C:30]([NH2:32])=[NH:31])[CH2:22]4)=[O:20])[CH2:14]3)[C@H:10]([CH3:11])[C@H:6]12)[CH3:4]. The yield is 0.840. (4) The reactants are Cl.[F:2][C:3]1[CH:8]=[C:7]([CH2:9][NH2:10])[CH:6]=[CH:5][N:4]=1.[Cl:11][C:12]1[C:17]([Cl:18])=[CH:16][CH:15]=[CH:14][C:13]=1[N:19]=[C:20]=[S:21]. No catalyst specified. The product is [Cl:11][C:12]1[C:17]([Cl:18])=[CH:16][CH:15]=[CH:14][C:13]=1[NH:19][C:20]([NH:10][CH2:9][C:7]1[CH:6]=[CH:5][N:4]=[C:3]([F:2])[CH:8]=1)=[S:21]. The yield is 0.530. (5) The reactants are [CH2:1]([N:8]([CH2:10][C:11]1[C:12]([C:43](O)=[O:44])=[C:13]([N:28]([CH2:34][C:35]2[C:40]([F:41])=[CH:39][CH:38]=[CH:37][C:36]=2[F:42])[C:29](OCC)=[O:30])[S:14][C:15]=1[C:16]1[CH:21]=[CH:20][C:19]([NH:22][C:23]([NH:25][O:26][CH3:27])=[O:24])=[CH:18][CH:17]=1)[CH3:9])[C:2]1[CH:7]=[CH:6][CH:5]=[CH:4][CH:3]=1.[NH2:46][C:47]1[CH:52]=[CH:51][C:50]([F:53])=[CH:49][N:48]=1. No catalyst specified. The product is [CH2:1]([N:8]([CH2:10][C:11]1[C:12]2[C:43](=[O:44])[N:46]([C:47]3[CH:52]=[CH:51][C:50]([F:53])=[CH:49][N:48]=3)[C:29](=[O:30])[N:28]([CH2:34][C:35]3[C:36]([F:42])=[CH:37][CH:38]=[CH:39][C:40]=3[F:41])[C:13]=2[S:14][C:15]=1[C:16]1[CH:17]=[CH:18][C:19]([NH:22][C:23]([NH:25][O:26][CH3:27])=[O:24])=[CH:20][CH:21]=1)[CH3:9])[C:2]1[CH:7]=[CH:6][CH:5]=[CH:4][CH:3]=1. The yield is 0.320. (6) The reactants are [F:1][C:2]1[CH:7]=[CH:6][C:5]([CH2:8][CH2:9][N:10]2[C:22](=[O:23])[C:21]3[C:20]([OH:24])=[C:19]4[C:14]([CH:15]=[CH:16][CH:17]=[N:18]4)=[C:13]([OH:25])[C:12]=3[C:11]2=[O:26])=[CH:4][CH:3]=1.[OH-].[Na+].[CH2:29]([O:31][C:32](Cl)=[O:33])[CH3:30].[C:35]1([CH:41]([C:44]2[CH:49]=[CH:48][CH:47]=[CH:46][CH:45]=2)[N+]#N)[CH:40]=[CH:39][CH:38]=[CH:37][CH:36]=1. The catalyst is O1CCOCC1.ClCCl.O. The product is [CH2:29]([O:31][C:32](=[O:33])[O:25][C:13]1[C:12]2[C:11](=[O:26])[N:10]([CH2:9][CH2:8][C:5]3[CH:6]=[CH:7][C:2]([F:1])=[CH:3][CH:4]=3)[C:22](=[O:23])[C:21]=2[C:20]([O:24][CH:41]([C:35]2[CH:40]=[CH:39][CH:38]=[CH:37][CH:36]=2)[C:44]2[CH:49]=[CH:48][CH:47]=[CH:46][CH:45]=2)=[C:19]2[C:14]=1[CH:15]=[CH:16][CH:17]=[N:18]2)[CH3:30]. The yield is 0.650. (7) The reactants are Br[C:2]1[CH:7]=[CH:6][CH:5]=[C:4]([O:8][CH2:9][O:10][CH3:11])[CH:3]=1.BrC1C=C(O)C=CC=1.C([Li])CCC.CCCCCC.CON(C)[C:34]([CH2:36][CH2:37][NH:38][C:39](=[O:45])[O:40][C:41]([CH3:44])([CH3:43])[CH3:42])=[O:35].C(OC(NCCC(O)=O)=O)(C)(C)C.Cl.CNOC.[Cl-].[NH4+]. The catalyst is O1CCCC1.O. The product is [CH3:11][O:10][CH2:9][O:8][C:4]1[CH:3]=[C:2]([C:34](=[O:35])[CH2:36][CH2:37][NH:38][C:39](=[O:45])[O:40][C:41]([CH3:42])([CH3:43])[CH3:44])[CH:7]=[CH:6][CH:5]=1. The yield is 0.590. (8) The reactants are [CH3:1][N:2](C(OCC1C=CC=CC=1)=O)[CH2:3][CH2:4][C:5]([S:7]([NH2:10])(=[O:9])=[O:8])=[O:6].Br. The catalyst is C(O)(=O)C.C(OCC)C. The product is [CH3:1][NH:2][CH2:3][CH2:4][C:5]([S:7]([NH2:10])(=[O:9])=[O:8])=[O:6]. The yield is 0.710. (9) The yield is 0.700. The catalyst is CC(N(C)C)=O. The reactants are [H-].[Na+].[C:3]([O:11][CH2:12][CH3:13])(=[O:10])[CH2:4][C:5]([O:7]CC)=O.[CH2:14]([N:18]1[C:23]2[N:24]=[CH:25][CH:26]=[CH:27][C:22]=2C(=O)[O:20][C:19]1=O)[CH2:15][CH2:16][CH3:17]. The product is [CH2:14]([N:18]1[C:23]2[C:22](=[CH:27][CH:26]=[CH:25][N:24]=2)[C:5]([OH:7])=[C:4]([C:3]([O:11][CH2:12][CH3:13])=[O:10])[C:19]1=[O:20])[CH2:15][CH2:16][CH3:17]. (10) The product is [Br:21][C:16]1[C:17]([CH3:19])=[CH:18][C:13]2[S:12][CH2:11][CH:10]([C:7]3[CH:8]=[CH:9][C:4]([CH:1]([CH3:3])[CH3:2])=[CH:5][CH:6]=3)[C:14]=2[C:15]=1[CH3:20]. The catalyst is ClCCl.[Fe]. The reactants are [CH:1]([C:4]1[CH:9]=[CH:8][C:7]([CH:10]2[C:14]3[C:15]([CH3:20])=[CH:16][C:17]([CH3:19])=[CH:18][C:13]=3[S:12][CH2:11]2)=[CH:6][CH:5]=1)([CH3:3])[CH3:2].[Br:21]Br.O. The yield is 0.800.